This data is from Reaction yield outcomes from USPTO patents with 853,638 reactions. The task is: Predict the reaction yield, written as a fraction of the theoretical maximum amount of product (1.0 means a 100% yield; for example, 0.34 means a 34% yield). (1) The reactants are C(=O)([O-])[O-].[K+].[K+].[CH3:7][O:8][C:9]1[CH:14]=[CH:13][C:12]([CH:15]2[O:20][C@H:19]3[CH2:21][C@H:22]([N:24]4[C:28]5[N:29]=[CH:30][N:31]=[C:32]([CH3:33])[C:27]=5[C:26]([C:34]#[C:35][Si](C)(C)C)=[CH:25]4)[CH2:23][C@H:18]3[CH2:17][O:16]2)=[CH:11][CH:10]=1. The catalyst is CO.CCOC(C)=O. The product is [C:34]([C:26]1[C:27]2[C:32]([CH3:33])=[N:31][CH:30]=[N:29][C:28]=2[N:24]([C@H:22]2[CH2:21][C@@H:19]3[O:20][CH:15]([C:12]4[CH:11]=[CH:10][C:9]([O:8][CH3:7])=[CH:14][CH:13]=4)[O:16][CH2:17][C@@H:18]3[CH2:23]2)[CH:25]=1)#[CH:35]. The yield is 0.810. (2) The reactants are [Br:1][C:2]1[CH:11]=[CH:10][CH:9]=[CH:8][C:3]=1[C:4]([NH:6][NH2:7])=[O:5].[C:12]1([N:18]=[C:19]=[O:20])[CH:17]=[CH:16][CH:15]=[CH:14][CH:13]=1. The catalyst is CO. The product is [Br:1][C:2]1[CH:11]=[CH:10][CH:9]=[CH:8][C:3]=1[C:4]([NH:6][NH:7][C:19]([NH:18][C:12]1[CH:17]=[CH:16][CH:15]=[CH:14][CH:13]=1)=[O:20])=[O:5]. The yield is 0.480. (3) The reactants are [OH-].[Na+].CC1(C)C(C)(C)OB([C:11]2[CH:19]=[CH:18][CH:17]=[C:16]3[C:12]=2[CH:13]=[CH:14][NH:15]3)O1.[NH2:21][C:22]1[N:27]=[CH:26][C:25](Br)=[CH:24][N:23]=1. The yield is 0.820. The catalyst is C1COCC1.C1C=CC([P]([Pd]([P](C2C=CC=CC=2)(C2C=CC=CC=2)C2C=CC=CC=2)([P](C2C=CC=CC=2)(C2C=CC=CC=2)C2C=CC=CC=2)[P](C2C=CC=CC=2)(C2C=CC=CC=2)C2C=CC=CC=2)(C2C=CC=CC=2)C2C=CC=CC=2)=CC=1. The product is [NH:15]1[C:16]2[C:12](=[C:11]([C:25]3[CH:24]=[N:23][C:22]([NH2:21])=[N:27][CH:26]=3)[CH:19]=[CH:18][CH:17]=2)[CH:13]=[CH:14]1. (4) The product is [CH3:18][C:17]1[O:16][N:15]=[C:14]([C:19]2[CH:24]=[CH:23][CH:22]=[CH:21][CH:20]=2)[C:13]=1[C:10]1[O:9][C:8]([C:6]2[CH:5]=[CH:4][N:3]=[C:2]([N:25]3[CH2:30][CH2:29][O:28][CH2:27][CH2:26]3)[CH:7]=2)=[N:12][N:11]=1. The reactants are Cl[C:2]1[CH:7]=[C:6]([C:8]2[O:9][C:10]([C:13]3[C:14]([C:19]4[CH:24]=[CH:23][CH:22]=[CH:21][CH:20]=4)=[N:15][O:16][C:17]=3[CH3:18])=[N:11][N:12]=2)[CH:5]=[CH:4][N:3]=1.[NH:25]1[CH2:30][CH2:29][O:28][CH2:27][CH2:26]1. The catalyst is CS(C)=O. The yield is 0.720. (5) The reactants are [NH2:1][C:2]1[CH:7]=[CH:6][C:5]([SH:8])=[CH:4][CH:3]=1.Cl.Cl[C:11]1[CH:16]=[CH:15][N:14]=[CH:13][CH:12]=1.C(=O)([O-])[O-].[K+].[K+]. The catalyst is CN(C=O)C.C(OCC)(=O)C.O. The product is [N:14]1[CH:15]=[CH:16][C:11]([S:8][C:5]2[CH:6]=[CH:7][C:2]([NH2:1])=[CH:3][CH:4]=2)=[CH:12][CH:13]=1. The yield is 0.780.